Dataset: Full USPTO retrosynthesis dataset with 1.9M reactions from patents (1976-2016). Task: Predict the reactants needed to synthesize the given product. (1) The reactants are: [C:1]([C@@H:3]1[CH2:8][C@H:7]([N:9]([C:14]([C:16]2[N:20]([CH2:21][CH2:22][CH2:23][CH2:24][O:25][CH3:26])[C:19]3[CH:27]=[CH:28][CH:29]=[CH:30][C:18]=3[N:17]=2)=[O:15])[CH2:10][CH:11]([CH3:13])[CH3:12])[CH2:6][N:5]([C:31]([O:33][C:34]([CH3:37])([CH3:36])[CH3:35])=[O:32])[CH2:4]1)#[N:2].[N:38]([Si](C)(C)C)=[N+:39]=[N-:40].C([Sn](CCCC)=O)CCC. Given the product [CH3:26][O:25][CH2:24][CH2:23][CH2:22][CH2:21][N:20]1[C:19]2[CH:27]=[CH:28][CH:29]=[CH:30][C:18]=2[N:17]=[C:16]1[C:14]([N:9]([CH2:10][CH:11]([CH3:12])[CH3:13])[C@H:7]1[CH2:8][C@@H:3]([C:1]2[NH:40][N:39]=[N:38][N:2]=2)[CH2:4][N:5]([C:31]([O:33][C:34]([CH3:35])([CH3:37])[CH3:36])=[O:32])[CH2:6]1)=[O:15], predict the reactants needed to synthesize it. (2) Given the product [N:55]12[CH2:62][CH2:61][CH:58]([CH2:59][CH2:60]1)[C@@H:57]([O:12][C:11](=[O:13])[CH:10]([C:7]1[CH:6]=[CH:5][C:4]([O:3][CH3:2])=[CH:9][CH:8]=1)[NH:14][C:15]1[CH:20]=[CH:19][CH:18]=[CH:17][CH:16]=1)[CH2:56]2, predict the reactants needed to synthesize it. The reactants are: Cl.[CH3:2][O:3][C:4]1[CH:9]=[CH:8][C:7]([CH:10]([NH:14][C:15]2[CH:20]=[CH:19][CH:18]=[CH:17][CH:16]=2)[C:11]([OH:13])=[O:12])=[CH:6][CH:5]=1.C1CCC(N=C=NC2CCCCC2)CC1.C1C=CC2N(O)N=NC=2C=1.CCN(C(C)C)C(C)C.[N:55]12[CH2:62][CH2:61][CH:58]([CH2:59][CH2:60]1)[C@@H:57](O)[CH2:56]2. (3) Given the product [Cl:21][C:6]1[C:5]([O:4][C:3]2[CH:14]=[CH:15][C:16]([F:18])=[CH:17][C:2]=2[F:1])=[CH:10][N:9]=[C:8]([S:11][CH3:12])[N:7]=1, predict the reactants needed to synthesize it. The reactants are: [F:1][C:2]1[CH:17]=[C:16]([F:18])[CH:15]=[CH:14][C:3]=1[O:4][C:5]1[C:6](O)=[N:7][C:8]([S:11][CH3:12])=[N:9][CH:10]=1.O=P(Cl)(Cl)[Cl:21].CC(=O)OCC. (4) Given the product [CH2:20]([O:19][CH:18]([O:22][CH2:23][CH3:24])[CH2:17][O:15][C:12]1[CH:13]=[CH:14][C:9]([CH2:8][OH:7])=[CH:10][CH:11]=1)[CH3:21], predict the reactants needed to synthesize it. The reactants are: C(=O)([O-])[O-].[Cs+].[Cs+].[OH:7][CH2:8][C:9]1[CH:14]=[CH:13][C:12]([OH:15])=[CH:11][CH:10]=1.Br[CH2:17][CH:18]([O:22][CH2:23][CH3:24])[O:19][CH2:20][CH3:21].O. (5) Given the product [C:15]([O:18][CH2:19][C:20]([N:11]1[CH2:12][CH2:13][N:8]([C:1]([O:3][C:4]([CH3:7])([CH3:6])[CH3:5])=[O:2])[C@H:9]([CH3:14])[CH2:10]1)=[O:21])(=[O:17])[CH3:16], predict the reactants needed to synthesize it. The reactants are: [C:1]([N:8]1[CH2:13][CH2:12][NH:11][CH2:10][C@H:9]1[CH3:14])([O:3][C:4]([CH3:7])([CH3:6])[CH3:5])=[O:2].[C:15]([O:18][CH2:19][C:20](O)=[O:21])(=[O:17])[CH3:16].C(N(CC)CC)C.C(Cl)CCl.Cl. (6) Given the product [CH2:27]([S:24]([NH:23][C:20]1[CH:19]=[CH:18][C:17]([S:16][C:8]2[N:9]3[C:14]([CH:13]=[CH:12][C:11]([F:15])=[CH:10]3)=[C:6]([CH2:5][C:4]([OH:30])=[O:3])[C:7]=2[CH3:29])=[CH:22][CH:21]=1)(=[O:25])=[O:26])[CH3:28], predict the reactants needed to synthesize it. The reactants are: C([O:3][C:4](=[O:30])[CH2:5][C:6]1[C:7]([CH3:29])=[C:8]([S:16][C:17]2[CH:22]=[CH:21][C:20]([NH:23][S:24]([CH2:27][CH3:28])(=[O:26])=[O:25])=[CH:19][CH:18]=2)[N:9]2[C:14]=1[CH:13]=[CH:12][C:11]([F:15])=[CH:10]2)C.[OH-].[Na+].